This data is from Forward reaction prediction with 1.9M reactions from USPTO patents (1976-2016). The task is: Predict the product of the given reaction. (1) Given the reactants [F:1][C:2]1[CH:3]=[C:4]([CH2:20][OH:21])[CH:5]=[C:6]([F:19])[C:7]=1[O:8][C:9]1[CH:10]=[N:11][C:12]([C:15]([F:18])([F:17])[F:16])=[N:13][CH:14]=1.C(OC([N:29]1[C:37]2[N:32]([C:33](=[O:39])[N:34]=[C:35](Cl)[CH:36]=2)[CH2:31][C:30]1([CH3:41])[CH3:40])=O)(C)(C)C, predict the reaction product. The product is: [F:1][C:2]1[CH:3]=[C:4]([CH:5]=[C:6]([F:19])[C:7]=1[O:8][C:9]1[CH:14]=[N:13][C:12]([C:15]([F:17])([F:18])[F:16])=[N:11][CH:10]=1)[CH2:20][O:21][C:35]1[CH:36]=[C:37]2[NH:29][C:30]([CH3:41])([CH3:40])[CH2:31][N:32]2[C:33](=[O:39])[N:34]=1. (2) The product is: [C:2]([C:4]1[CH:5]=[C:6]([CH:10]([CH2:14][C:15]2[CH:16]=[CH:17][C:18]([OH:21])=[CH:19][CH:20]=2)[CH:11]([NH:13][C:24](=[O:25])[C:23]([O:28][C:29]2[CH:34]=[CH:33][C:32]([CH3:35])=[CH:31][N:30]=2)([CH3:27])[CH3:22])[CH3:12])[CH:7]=[CH:8][CH:9]=1)#[N:3]. Given the reactants Cl.[C:2]([C:4]1[CH:5]=[C:6]([C@H:10]([CH2:14][C:15]2[CH:20]=[CH:19][C:18]([OH:21])=[CH:17][CH:16]=2)[C@@H:11]([NH2:13])[CH3:12])[CH:7]=[CH:8][CH:9]=1)#[N:3].[CH3:22][C:23]([O:28][C:29]1[CH:34]=[CH:33][C:32]([CH3:35])=[CH:31][N:30]=1)([CH3:27])[C:24](O)=[O:25].Cl.C(N=C=NCCCN(C)C)C.N1C=CC=CC=1, predict the reaction product. (3) Given the reactants [H-].[Na+].[NH2:3][C:4]1[CH:5]=[CH:6][CH:7]=[C:8]2[C:13]=1[C:12](=[O:14])[N:11]([CH3:15])[CH2:10][CH2:9]2.Cl[C:17]1[CH:22]=[C:21]([Cl:23])[N:20]=[CH:19][C:18]=1[C:24]#[N:25], predict the reaction product. The product is: [Cl:23][C:21]1[N:20]=[CH:19][C:18]([C:24]#[N:25])=[C:17]([NH:3][C:4]2[CH:5]=[CH:6][CH:7]=[C:8]3[C:13]=2[C:12](=[O:14])[N:11]([CH3:15])[CH2:10][CH2:9]3)[CH:22]=1. (4) The product is: [CH:1]1([N:5]2[CH2:11][CH2:10][C:9]3[CH:12]=[C:13]([CH2:16][NH:18][C:25](=[O:32])[C:26]4[CH:31]=[CH:30][CH:29]=[N:28][CH:27]=4)[CH:14]=[CH:15][C:8]=3[CH2:7][CH2:6]2)[CH2:4][CH2:3][CH2:2]1. Given the reactants [CH:1]1([N:5]2[CH2:11][CH2:10][C:9]3[CH:12]=[C:13]([C:16]([NH2:18])=O)[CH:14]=[CH:15][C:8]=3[CH2:7][CH2:6]2)[CH2:4][CH2:3][CH2:2]1.[H-].[Al+3].[Li+].[H-].[H-].[H-].[C:25](Cl)(=[O:32])[C:26]1[CH:31]=[CH:30][CH:29]=[N:28][CH:27]=1, predict the reaction product. (5) Given the reactants [Br:1][C:2]1[C:3](=[O:20])[NH:4][C:5](=[O:19])[N:6]([C@H:8]2[C@@:12]([F:14])([CH3:13])[C@H:11]([OH:15])[C@@:10]([F:18])([CH2:16][OH:17])[O:9]2)[CH:7]=1.C([Mg]Cl)(C)(C)C.Cl[C:28]1[CH:37]=[CH:36][C:35]2[C:30](=[CH:31][CH:32]=[CH:33][CH:34]=2)[C:29]=1[O:38][P:39](=[N:41][C@@H:42]([CH3:49])[C:43]([O:45][CH:46]([CH3:48])[CH3:47])=[O:44])=[O:40].CO, predict the reaction product. The product is: [CH:46]([O:45][C:43](=[O:44])[C@@H:42]([N:41]=[P:39]([O:38][C:29]1[C:30]2[C:35](=[CH:34][CH:33]=[CH:32][CH:31]=2)[CH:36]=[CH:37][C:28]=1[O:17][CH2:16][C@:10]1([F:18])[C@@H:11]([OH:15])[C@:12]([F:14])([CH3:13])[C@H:8]([N:6]2[CH:7]=[C:2]([Br:1])[C:3](=[O:20])[NH:4][C:5]2=[O:19])[O:9]1)=[O:40])[CH3:49])([CH3:47])[CH3:48]. (6) Given the reactants C(O[C:6](=[O:32])[N:7]([CH2:9][C:10]1[CH:15]=[CH:14][C:13]([C:16]2[C:17]3[CH:24]=[C:23]([C:25]4[CH:26]=[N:27][N:28]([CH3:30])[CH:29]=4)[NH:22][C:18]=3[N:19]=[CH:20][N:21]=2)=[CH:12][C:11]=1[F:31])[CH3:8])(C)(C)C.C(O)(C(F)(F)F)=O.[C:40]([C:44]1[CH:52]=[CH:51][C:47](C(O)=O)=[CH:46][CH:45]=1)([CH3:43])([CH3:42])[CH3:41].CCN(C(C)C)C(C)C.CN(C(ON1N=NC2C=CC=NC1=2)=[N+](C)C)C.F[P-](F)(F)(F)(F)F, predict the reaction product. The product is: [C:40]([C:44]1[CH:52]=[CH:51][C:47]([C:6]([N:7]([CH2:9][C:10]2[CH:15]=[CH:14][C:13]([C:16]3[C:17]4[CH:24]=[C:23]([C:25]5[CH:26]=[N:27][N:28]([CH3:30])[CH:29]=5)[NH:22][C:18]=4[N:19]=[CH:20][N:21]=3)=[CH:12][C:11]=2[F:31])[CH3:8])=[O:32])=[CH:46][CH:45]=1)([CH3:43])([CH3:42])[CH3:41]. (7) Given the reactants Cl[C:2]1[CH:9]=[CH:8][CH:7]=[C:6]([CH3:10])[C:3]=1[C:4]#[N:5].[NH:11]1[CH2:16][CH2:15][CH2:14][CH2:13][CH2:12]1.C(N1CCCCC1)=O, predict the reaction product. The product is: [CH3:10][C:6]1[CH:7]=[CH:8][CH:9]=[C:2]([N:11]2[CH2:16][CH2:15][CH2:14][CH2:13][CH2:12]2)[C:3]=1[C:4]#[N:5]. (8) Given the reactants ClC(Cl)(Cl)[C:3]([C:5]1[N:14]2[C:8]([CH2:9][N:10]([C:19]([C:21]3[CH:26]=[CH:25][C:24]([C:27]4[CH:32]=[CH:31][CH:30]=[CH:29][C:28]=4[CH3:33])=[C:23]([CH3:34])[CH:22]=3)=[O:20])[C:11]3[CH:18]=[CH:17][CH:16]=[CH:15][C:12]=3[CH2:13]2)=[CH:7][CH:6]=1)=[O:4].[Cl:37][C:38]1[CH:39]=[C:40]([CH:44]=[CH:45][CH:46]=1)[CH2:41][CH2:42][NH2:43], predict the reaction product. The product is: [Cl:37][C:38]1[CH:39]=[C:40]([CH2:41][CH2:42][NH:43][C:3]([C:5]2[N:14]3[C:8]([CH2:9][N:10]([C:19]([C:21]4[CH:26]=[CH:25][C:24]([C:27]5[CH:32]=[CH:31][CH:30]=[CH:29][C:28]=5[CH3:33])=[C:23]([CH3:34])[CH:22]=4)=[O:20])[C:11]4[CH:18]=[CH:17][CH:16]=[CH:15][C:12]=4[CH2:13]3)=[CH:7][CH:6]=2)=[O:4])[CH:44]=[CH:45][CH:46]=1.